Dataset: Forward reaction prediction with 1.9M reactions from USPTO patents (1976-2016). Task: Predict the product of the given reaction. (1) Given the reactants [F:1][C:2]1[CH:10]=[CH:9][C:8]([CH2:11][OH:12])=[CH:7][C:3]=1[C:4]([OH:6])=O.C(N(CC)CC)C.[C:20]([O:24][C:25]([N:27]1[CH2:32][CH2:31][NH:30][CH2:29][CH2:28]1)=[O:26])([CH3:23])([CH3:22])[CH3:21].CN(C(ON1N=NC2C=CC=CC1=2)=[N+](C)C)C.F[P-](F)(F)(F)(F)F, predict the reaction product. The product is: [C:20]([O:24][C:25]([N:27]1[CH2:32][CH2:31][N:30]([C:4](=[O:6])[C:3]2[CH:7]=[C:8]([CH2:11][OH:12])[CH:9]=[CH:10][C:2]=2[F:1])[CH2:29][CH2:28]1)=[O:26])([CH3:23])([CH3:21])[CH3:22]. (2) Given the reactants O=[C:2]1[CH2:7][CH2:6][N:5]([C:8]2[CH:13]=[CH:12][C:11]([N:14]3[CH2:18][C@H:17]([CH2:19][NH:20][C:21](=[O:23])[CH3:22])[O:16][C:15]3=[O:24])=[CH:10][C:9]=2[F:25])[CH2:4][CH2:3]1.[C-:26]#[N:27].[Na+].[C:29]1([S:35]([NH2:38])(=[O:37])=[O:36])[CH:34]=[CH:33][CH:32]=[CH:31][CH:30]=1, predict the reaction product. The product is: [C:29]1([S:35]([NH:38][C:2]2([C:26]#[N:27])[CH2:3][CH2:4][N:5]([C:8]3[CH:13]=[CH:12][C:11]([N:14]4[CH2:18][C@H:17]([CH2:19][NH:20][C:21](=[O:23])[CH3:22])[O:16][C:15]4=[O:24])=[CH:10][C:9]=3[F:25])[CH2:6][CH2:7]2)(=[O:37])=[O:36])[CH:34]=[CH:33][CH:32]=[CH:31][CH:30]=1. (3) Given the reactants [Cl:1][C:2]1[CH:45]=[CH:44][C:5]([CH2:6][N:7]2[C:15]3[C:14](=[O:16])[N:13]([CH2:17][CH2:18][O:19]C4CCCCO4)[C:12](=[O:26])[N:11]([CH3:27])[C:10]=3[N:9]=[C:8]2[O:28][CH2:29][CH2:30][CH2:31][O:32][C:33]2[CH:38]=[CH:37][CH:36]=[C:35]([O:39][C:40]([F:43])([F:42])[F:41])[CH:34]=2)=[CH:4][CH:3]=1.C(Cl)(=O)C, predict the reaction product. The product is: [Cl:1][C:2]1[CH:3]=[CH:4][C:5]([CH2:6][N:7]2[C:15]3[C:14](=[O:16])[N:13]([CH2:17][CH2:18][OH:19])[C:12](=[O:26])[N:11]([CH3:27])[C:10]=3[N:9]=[C:8]2[O:28][CH2:29][CH2:30][CH2:31][O:32][C:33]2[CH:38]=[CH:37][CH:36]=[C:35]([O:39][C:40]([F:43])([F:41])[F:42])[CH:34]=2)=[CH:44][CH:45]=1. (4) Given the reactants [F:1][C:2]([F:17])([F:16])[C:3]1[CH:8]=[CH:7][CH:6]=[CH:5][C:4]=1[C:9]1([OH:15])[CH2:14][CH2:13][NH:12][CH2:11][CH2:10]1.CCN(C(C)C)C(C)C.[C:27](O[C:27]([O:29][C:30]([CH3:33])([CH3:32])[CH3:31])=[O:28])([O:29][C:30]([CH3:33])([CH3:32])[CH3:31])=[O:28], predict the reaction product. The product is: [OH:15][C:9]1([C:4]2[CH:5]=[CH:6][CH:7]=[CH:8][C:3]=2[C:2]([F:1])([F:16])[F:17])[CH2:14][CH2:13][N:12]([C:27]([O:29][C:30]([CH3:33])([CH3:32])[CH3:31])=[O:28])[CH2:11][CH2:10]1. (5) Given the reactants [Cl:1][C:2]1[CH:3]=[CH:4][C:5]([OH:20])=[C:6]([CH2:8]C2N=C(C(OCC)=O)C=CC=2)[CH:7]=1.Br[C:22]1[CH:23]=[C:24]([C:28]([O:30][CH2:31][CH3:32])=[O:29])[CH:25]=[N:26][CH:27]=1, predict the reaction product. The product is: [Cl:1][C:2]1[CH:3]=[CH:4][C:5]([OH:20])=[C:6]([CH2:8][C:22]2[CH:23]=[C:24]([C:28]([O:30][CH2:31][CH3:32])=[O:29])[CH:25]=[N:26][CH:27]=2)[CH:7]=1. (6) Given the reactants [CH3:1][C:2]1([CH3:13])[CH2:7][C:6]([CH3:9])([CH3:8])[CH2:5][C:4](=[CH:10][CH2:11]O)[CH2:3]1.[Cl:14][C:15]([Cl:19])([Cl:18])[C:16]#[N:17].C([O:22]CC)C, predict the reaction product. The product is: [Cl:14][C:15]([Cl:19])([Cl:18])[C:16]([NH:17][C:4]1([CH:10]=[CH2:11])[CH2:3][C:2]([CH3:13])([CH3:1])[CH2:7][C:6]([CH3:9])([CH3:8])[CH2:5]1)=[O:22]. (7) The product is: [CH2:1]([OH:8])[C:2]([NH2:7])([CH2:5][OH:6])[CH2:3][OH:4].[Cl-:10].[Mg+2:9].[Cl-:10]. Given the reactants [CH2:1]([OH:8])[C:2]([NH2:7])([CH2:5][OH:6])[CH2:3][OH:4].[Mg+2:9].[Cl-:10].[Cl-], predict the reaction product.